This data is from Merck oncology drug combination screen with 23,052 pairs across 39 cell lines. The task is: Regression. Given two drug SMILES strings and cell line genomic features, predict the synergy score measuring deviation from expected non-interaction effect. (1) Drug 1: CS(=O)(=O)CCNCc1ccc(-c2ccc3ncnc(Nc4ccc(OCc5cccc(F)c5)c(Cl)c4)c3c2)o1. Drug 2: Cc1nc(Nc2ncc(C(=O)Nc3c(C)cccc3Cl)s2)cc(N2CCN(CCO)CC2)n1. Cell line: A2058. Synergy scores: synergy=53.5. (2) Drug 1: NC1(c2ccc(-c3nc4ccn5c(=O)[nH]nc5c4cc3-c3ccccc3)cc2)CCC1. Drug 2: C#Cc1cccc(Nc2ncnc3cc(OCCOC)c(OCCOC)cc23)c1. Cell line: COLO320DM. Synergy scores: synergy=21.6. (3) Drug 1: O=C(NOCC(O)CO)c1ccc(F)c(F)c1Nc1ccc(I)cc1F. Drug 2: Cn1c(=O)n(-c2ccc(C(C)(C)C#N)cc2)c2c3cc(-c4cnc5ccccc5c4)ccc3ncc21. Cell line: SW837. Synergy scores: synergy=37.4. (4) Drug 1: CCC1(O)C(=O)OCc2c1cc1n(c2=O)Cc2cc3c(CN(C)C)c(O)ccc3nc2-1. Drug 2: CCc1cnn2c(NCc3ccc[n+]([O-])c3)cc(N3CCCCC3CCO)nc12. Cell line: LOVO. Synergy scores: synergy=-2.24. (5) Synergy scores: synergy=15.5. Drug 1: N#Cc1ccc(Cn2cncc2CN2CCN(c3cccc(Cl)c3)C(=O)C2)cc1. Cell line: A2780. Drug 2: C#Cc1cccc(Nc2ncnc3cc(OCCOC)c(OCCOC)cc23)c1. (6) Drug 1: Cn1nnc2c(C(N)=O)ncn2c1=O. Drug 2: CC1(c2nc3c(C(N)=O)cccc3[nH]2)CCCN1. Cell line: NCIH23. Synergy scores: synergy=12.0. (7) Drug 1: C#Cc1cccc(Nc2ncnc3cc(OCCOC)c(OCCOC)cc23)c1. Drug 2: CCc1c2c(nc3ccc(O)cc13)-c1cc3c(c(=O)n1C2)COC(=O)C3(O)CC. Cell line: A2058. Synergy scores: synergy=14.2. (8) Drug 1: COC1CC2CCC(C)C(O)(O2)C(=O)C(=O)N2CCCCC2C(=O)OC(C(C)CC2CCC(OP(C)(C)=O)C(OC)C2)CC(=O)C(C)C=C(C)C(O)C(OC)C(=O)C(C)CC(C)C=CC=CC=C1C. Drug 2: COC1=C2CC(C)CC(OC)C(O)C(C)C=C(C)C(OC(N)=O)C(OC)C=CC=C(C)C(=O)NC(=CC1=O)C2=O. Cell line: HT144. Synergy scores: synergy=25.2.